Dataset: Reaction yield outcomes from USPTO patents with 853,638 reactions. Task: Predict the reaction yield, written as a fraction of the theoretical maximum amount of product (1.0 means a 100% yield; for example, 0.34 means a 34% yield). (1) The reactants are [Br:1][C:2]1[CH:3]=[C:4]([NH:8][C:9]2[CH:14]=[CH:13][CH:12]=[C:11]([Cl:15])[C:10]=2[F:16])[CH:5]=[N:6][CH:7]=1.C(OCC)(=O)C.N. The catalyst is C(O)(C(F)(F)F)=O.C([O-])(=O)C.[Pd+2].C([O-])(=O)C. The product is [Br:1][C:2]1[CH:7]=[N:6][C:5]2[C:14]3[CH:13]=[CH:12][C:11]([Cl:15])=[C:10]([F:16])[C:9]=3[NH:8][C:4]=2[CH:3]=1. The yield is 0.360. (2) The reactants are [CH3:1][N:2]1[C:10]2[C:5](=[CH:6][CH:7]=[CH:8][CH:9]=2)[C:4]([CH2:11][CH2:12][NH:13]C(=O)OC(C)(C)C)=[CH:3]1.C(O)(C(F)(F)F)=O. The catalyst is C(Cl)Cl. The product is [CH3:1][N:2]1[C:10]2[C:5](=[CH:6][CH:7]=[CH:8][CH:9]=2)[C:4]([CH2:11][CH2:12][NH2:13])=[CH:3]1. The yield is 0.850.